This data is from Forward reaction prediction with 1.9M reactions from USPTO patents (1976-2016). The task is: Predict the product of the given reaction. (1) Given the reactants [CH3:1][C:2]1[CH:7]=[C:6]([N:8]2[CH:12]=[CH:11][CH:10]=[N:9]2)[CH:5]=[CH:4][N:3]=1.[Br:13]N1C(=O)CCC1=O.C(OOC(=O)C1C=CC=CC=1)(=O)C1C=CC=CC=1, predict the reaction product. The product is: [Br:13][CH2:1][C:2]1[CH:7]=[C:6]([N:8]2[CH:12]=[CH:11][CH:10]=[N:9]2)[CH:5]=[CH:4][N:3]=1. (2) Given the reactants [C:1]([Si:4]([C:10]([CH3:12])=[CH2:11])([C:8]#[CH:9])[CH:5]([CH3:7])[CH3:6])([CH3:3])=[CH2:2].[CH2:13]([Li])[CH2:14][CH2:15][CH3:16].[CH:34]1[C:33]2[C:28](=[CH:29][C:30]3C(=O)[C:26]4[C:35](C(=O)[C:31]=3[CH:32]=2)=[CH:34][C:33]2[C:28](=[CH:29][CH:30]=[CH:31][CH:32]=2)[CH:27]=4)[CH:27]=[CH:26][CH:35]=1, predict the reaction product. The product is: [C:10]([Si:4]([C:5]([CH3:7])=[CH2:6])([C:8]#[C:9][C:29]1[C:28]2[C:14](=[CH:15][C:16]3[C:26]([CH:27]=2)=[CH:35][CH:34]=[CH:33][CH:32]=3)[C:13]([C:9]#[C:8][Si:4]([C:5]([CH3:7])=[CH2:6])([C:1]([CH3:3])=[CH2:2])[CH:10]([CH3:12])[CH3:11])=[C:35]2[C:34]=1[CH:33]=[C:32]1[C:27](=[CH:26]2)[CH:28]=[CH:29][CH:30]=[CH:31]1)[CH:1]([CH3:3])[CH3:2])([CH3:12])=[CH2:11]. (3) Given the reactants [Cl:1][C:2]1[CH:21]=[C:20]([O:22][CH2:23][CH3:24])[CH:19]=[CH:18][C:3]=1[CH2:4][N:5]1[C:9]2[CH:10]=[C:11]([CH2:15][OH:16])[CH:12]=[C:13]([CH3:14])[C:8]=2[N:7]=[C:6]1[CH3:17].O[C:26]1[CH:27]=[C:28]([CH:33]=[CH:34][CH:35]=1)[C:29]([O:31][CH3:32])=[O:30], predict the reaction product. The product is: [Cl:1][C:2]1[CH:21]=[C:20]([O:22][CH2:23][CH3:24])[CH:19]=[CH:18][C:3]=1[CH2:4][N:5]1[C:9]2[CH:10]=[C:11]([CH2:15][O:16][C:26]3[CH:27]=[C:28]([CH:33]=[CH:34][CH:35]=3)[C:29]([O:31][CH3:32])=[O:30])[CH:12]=[C:13]([CH3:14])[C:8]=2[N:7]=[C:6]1[CH3:17]. (4) Given the reactants [C:1]([O:5][CH2:6][CH3:7])(=[O:4])[CH:2]=O.[F:8][C:9]1[CH:15]=[CH:14][C:12]([NH2:13])=[C:11]([CH3:16])[CH:10]=1, predict the reaction product. The product is: [CH2:6]([O:5][C:1](=[O:4])[CH2:2][NH:13][C:12]1[CH:14]=[CH:15][C:9]([F:8])=[CH:10][C:11]=1[CH3:16])[CH3:7].